From a dataset of NCI-60 drug combinations with 297,098 pairs across 59 cell lines. Regression. Given two drug SMILES strings and cell line genomic features, predict the synergy score measuring deviation from expected non-interaction effect. Drug 1: CS(=O)(=O)C1=CC(=C(C=C1)C(=O)NC2=CC(=C(C=C2)Cl)C3=CC=CC=N3)Cl. Drug 2: CC(C1=C(C=CC(=C1Cl)F)Cl)OC2=C(N=CC(=C2)C3=CN(N=C3)C4CCNCC4)N. Synergy scores: CSS=23.1, Synergy_ZIP=-6.91, Synergy_Bliss=1.00, Synergy_Loewe=-3.16, Synergy_HSA=0.375. Cell line: A549.